This data is from Forward reaction prediction with 1.9M reactions from USPTO patents (1976-2016). The task is: Predict the product of the given reaction. (1) Given the reactants [CH3:1][C:2]1([CH3:43])[N:6]([CH2:7][CH2:8][CH2:9][CH2:10][CH2:11][CH2:12][CH2:13][CH2:14][CH2:15][S:16]([CH2:18][CH2:19][CH2:20][C:21]([F:27])([F:26])[C:22]([F:25])([F:24])[F:23])=[O:17])[C:5](=[O:28])[N:4]([C:29]2[CH:34]=[CH:33][C:32]([N+:35]([O-])=O)=[C:31]([C:38](F)(F)F)[CH:30]=2)[C:3]1=[O:42].NC1C=CC(N2C(=O)C(C)(C)N(CCCCCCCCCSCCCC(F)(F)C(F)(F)F)C2=O)=CC=1C, predict the reaction product. The product is: [NH2:35][C:32]1[CH:33]=[CH:34][C:29]([N:4]2[C:3](=[O:42])[C:2]([CH3:1])([CH3:43])[N:6]([CH2:7][CH2:8][CH2:9][CH2:10][CH2:11][CH2:12][CH2:13][CH2:14][CH2:15][S:16]([CH2:18][CH2:19][CH2:20][C:21]([F:26])([F:27])[C:22]([F:25])([F:23])[F:24])=[O:17])[C:5]2=[O:28])=[CH:30][C:31]=1[CH3:38]. (2) Given the reactants [C:1]([O:5][C:6](=[O:15])[NH:7][CH2:8][C@@H:9]1[CH2:13][CH2:12][CH2:11][C@@H:10]1[OH:14])([CH3:4])([CH3:3])[CH3:2].[H-].[Na+].[CH3:18]I.O, predict the reaction product. The product is: [C:1]([O:5][C:6](=[O:15])[NH:7][CH2:8][C@@H:9]1[CH2:13][CH2:12][CH2:11][C@@H:10]1[O:14][CH3:18])([CH3:4])([CH3:2])[CH3:3]. (3) Given the reactants [C:1]([C:3]1[CH:11]=[CH:10][C:6]([C:7]([NH2:9])=O)=[CH:5][CH:4]=1)#[N:2].[CH:12]([NH2:14])=[O:13], predict the reaction product. The product is: [CH:12]([N:14]=[C:7]([NH2:9])[C:6]1[CH:10]=[CH:11][C:3]([C:1]#[N:2])=[CH:4][CH:5]=1)=[O:13]. (4) Given the reactants [OH:1][NH2:2].C([O:5][C:6](=O)[CH2:7][CH2:8][CH2:9][CH2:10][CH2:11][CH:12]=[C:13]([C:20]1[CH:25]=[CH:24][CH:23]=[CH:22][N:21]=1)[C:14]1[CH:19]=[CH:18][CH:17]=[CH:16][N:15]=1)C, predict the reaction product. The product is: [OH:1][NH:2][C:6](=[O:5])[CH2:7][CH2:8][CH2:9][CH2:10][CH2:11][CH:12]=[C:13]([C:20]1[CH:25]=[CH:24][CH:23]=[CH:22][N:21]=1)[C:14]1[CH:19]=[CH:18][CH:17]=[CH:16][N:15]=1. (5) Given the reactants [OH:1][C:2]1[C:11]2[N:10]=[C:9]([NH:12][C:13](=[O:20])[C:14]3[CH:19]=[CH:18][CH:17]=[N:16][CH:15]=3)[N:8]3[CH2:21][CH2:22][N:23]=[C:7]3[C:6]=2[CH:5]=[CH:4][C:3]=1[O:24][CH2:25][CH2:26][CH2:27][N:28]1[CH2:33][CH2:32][O:31][CH2:30][CH2:29]1.[CH3:34][S:35](Cl)(=[O:37])=[O:36], predict the reaction product. The product is: [CH3:34][S:35]([O:1][C:2]1[C:11]2[N:10]=[C:9]([NH:12][C:13]([C:14]3[CH:15]=[N:16][CH:17]=[CH:18][CH:19]=3)=[O:20])[N:8]3[CH2:21][CH2:22][N:23]=[C:7]3[C:6]=2[CH:5]=[CH:4][C:3]=1[O:24][CH2:25][CH2:26][CH2:27][N:28]1[CH2:29][CH2:30][O:31][CH2:32][CH2:33]1)(=[O:37])=[O:36].